Task: Predict which catalyst facilitates the given reaction.. Dataset: Catalyst prediction with 721,799 reactions and 888 catalyst types from USPTO (1) The catalyst class is: 115. Reactant: C/C(/O[Si](C)(C)C)=N\[Si](C)(C)C.C(O[C@@H:17]1[S:39][C@H:38]([CH2:40][O:41][C:42](=[O:49])[C:43]2[CH:48]=[CH:47][CH:46]=[CH:45][CH:44]=2)[C@@H:28]([O:29][C:30](=[O:37])[C:31]2[CH:36]=[CH:35][CH:34]=[CH:33][CH:32]=2)[C@H:18]1[O:19][C:20](=[O:27])[C:21]1[CH:26]=[CH:25][CH:24]=[CH:23][CH:22]=1)(=O)C.[NH:50]1[CH:57]=[CH:56][C:54]([NH2:55])=[N:53][C:51]1=[O:52].FC(F)(F)S(O[Si](C)(C)C)(=O)=O. Product: [C:20]([O:19][C@@H:18]1[C@H:28]([O:29][C:30](=[O:37])[C:31]2[CH:32]=[CH:33][CH:34]=[CH:35][CH:36]=2)[C@@H:38]([CH2:40][O:41][C:42](=[O:49])[C:43]2[CH:44]=[CH:45][CH:46]=[CH:47][CH:48]=2)[S:39][C@H:17]1[N:50]1[CH:57]=[CH:56][C:54]([NH2:55])=[N:53][C:51]1=[O:52])(=[O:27])[C:21]1[CH:22]=[CH:23][CH:24]=[CH:25][CH:26]=1. (2) Product: [Cl:17][C:18]1[N:27]=[C:26]([S:3][CH:4]2[CH2:5][CH2:6][N:7]([C:10]([O:12][C:13]([CH3:16])([CH3:15])[CH3:14])=[O:11])[CH2:8][CH2:9]2)[C:25]2[C:20](=[CH:21][C:22]([O:31][CH3:32])=[C:23]([O:29][CH3:30])[CH:24]=2)[N:19]=1. Reactant: [H-].[Na+].[SH:3][CH:4]1[CH2:9][CH2:8][N:7]([C:10]([O:12][C:13]([CH3:16])([CH3:15])[CH3:14])=[O:11])[CH2:6][CH2:5]1.[Cl:17][C:18]1[N:27]=[C:26](Cl)[C:25]2[C:20](=[CH:21][C:22]([O:31][CH3:32])=[C:23]([O:29][CH3:30])[CH:24]=2)[N:19]=1.[Cl-].[NH4+]. The catalyst class is: 1. (3) Reactant: C(Cl)(=O)C(Cl)=O.[F:7][C:8]1([F:15])[CH2:11][CH:10]([C:12](O)=[O:13])[CH2:9]1.[CH3:16][N:17](C=O)[CH3:18].N(C)C. Product: [F:7][C:8]1([F:15])[CH2:11][CH:10]([C:12]([N:17]([CH3:18])[CH3:16])=[O:13])[CH2:9]1. The catalyst class is: 168. (4) Reactant: [Li+].C[Si]([N-][Si](C)(C)C)(C)C.Cl[C:12]1[CH:13]=[C:14]2[C:19](=[CH:20][CH:21]=1)[CH:18]=[C:17]1[CH2:22][CH2:23][CH2:24][C:16]1=[C:15]2[C:25](=[O:27])[CH3:26].[CH3:28][NH:29][CH3:30]. Product: [CH3:28][N:29]([CH3:30])[C:12]1[CH:13]=[C:14]2[C:19](=[CH:20][CH:21]=1)[CH:18]=[C:17]1[CH2:22][CH2:23][CH2:24][C:16]1=[C:15]2[C:25](=[O:27])[CH3:26]. The catalyst class is: 1.